Dataset: Reaction yield outcomes from USPTO patents with 853,638 reactions. Task: Predict the reaction yield, written as a fraction of the theoretical maximum amount of product (1.0 means a 100% yield; for example, 0.34 means a 34% yield). (1) The reactants are CN1CCCC1=O.Cl[C:9]1[N:10]([CH2:31][C:32]([F:35])([F:34])[F:33])[C:11]2[C:16]([N:17]=1)=[C:15]([N:18]1[CH2:23][CH2:22][O:21][CH2:20][CH2:19]1)[N:14]=[C:13]([C:24]1[CH:25]=[N:26][C:27]([NH2:30])=[N:28][CH:29]=1)[N:12]=2.[CH3:36][C@@H:37]1[CH2:42][NH:41][CH2:40][CH2:39][NH:38]1. The catalyst is C(Cl)Cl.CO. The product is [CH3:36][C@H:37]1[NH:38][CH2:39][CH2:40][N:41]([C:9]2[N:10]([CH2:31][C:32]([F:35])([F:34])[F:33])[C:11]3[C:16]([N:17]=2)=[C:15]([N:18]2[CH2:23][CH2:22][O:21][CH2:20][CH2:19]2)[N:14]=[C:13]([C:24]2[CH:29]=[N:28][C:27]([NH2:30])=[N:26][CH:25]=2)[N:12]=3)[CH2:42]1. The yield is 0.900. (2) The reactants are Br[C:2]1[C:7]([O:8][CH3:9])=[CH:6][CH:5]=[CH:4][N:3]=1.C([Sn](CCCC)(CCCC)[C:15]([O:17][CH2:18][CH3:19])=[CH2:16])CCC. The catalyst is [Cu]I.CN(C=O)C. The product is [CH2:18]([O:17][C:15]([C:2]1[C:7]([O:8][CH3:9])=[CH:6][CH:5]=[CH:4][N:3]=1)=[CH2:16])[CH3:19]. The yield is 0.840. (3) The reactants are [C:14]1(P([C:14]2[CH:19]=[CH:18][CH:17]=[CH:16][CH:15]=2)[C:14]2[CH:19]=[CH:18][CH:17]=[CH:16][CH:15]=2)[CH:19]=[CH:18][CH:17]=[CH:16][CH:15]=1.[I-].[CH3:21][O-:22].[Na+]. The catalyst is C(#N)C. The product is [CH2:19]=[C:14]1[CH:15]=[CH:16][C:19]2[CH:18]=[CH:17][CH:16]=[CH:15][C:14]=2[O:22][CH2:21]1. The yield is 0.610.